This data is from Catalyst prediction with 721,799 reactions and 888 catalyst types from USPTO. The task is: Predict which catalyst facilitates the given reaction. (1) Reactant: [Cl:1][C:2]1[CH:3]=[CH:4][C:5](F)=[N:6][CH:7]=1.[CH:9]1([C:12]#[N:13])[CH2:11][CH2:10]1.C[Si]([N-][Si](C)(C)C)(C)C.[K+].[NH4+].[Cl-]. Product: [Cl:1][C:2]1[CH:3]=[CH:4][C:5]([C:9]2([C:12]#[N:13])[CH2:11][CH2:10]2)=[N:6][CH:7]=1. The catalyst class is: 11. (2) Reactant: C(OC([N:8]1[CH2:13][CH2:12][CH:11]([C:14](=[O:26])[NH:15][S:16]([CH2:19][C:20]2[CH:25]=[CH:24][CH:23]=[CH:22][CH:21]=2)(=[O:18])=[O:17])[CH2:10][CH2:9]1)=O)(C)(C)C. Product: [CH2:19]([S:16]([NH:15][C:14]([CH:11]1[CH2:12][CH2:13][NH:8][CH2:9][CH2:10]1)=[O:26])(=[O:17])=[O:18])[C:20]1[CH:21]=[CH:22][CH:23]=[CH:24][CH:25]=1. The catalyst class is: 106. (3) Reactant: Cl.[F:2][C:3]([F:37])([F:36])[C:4]1[N:9]=[CH:8][C:7]([C:10]2[CH:15]=[C:14]([CH2:16][NH:17][C:18]([C@@H:20]3[CH2:24][C@@H:23]([F:25])[CH2:22][NH:21]3)=[O:19])[CH:13]=[C:12]([C:26]3[CH:27]=[N:28][C:29]([C:32]([F:35])([F:34])[F:33])=[CH:30][CH:31]=3)[N:11]=2)=[CH:6][CH:5]=1.[F:38][C:39]1[CH:44]=[CH:43][C:42]([S:45](Cl)(=[O:47])=[O:46])=[CH:41][CH:40]=1.C(N(CC)CC)C. Product: [F:37][C:3]([F:36])([F:2])[C:4]1[N:9]=[CH:8][C:7]([C:10]2[CH:15]=[C:14]([CH2:16][NH:17][C:18]([C@@H:20]3[CH2:24][C@@H:23]([F:25])[CH2:22][N:21]3[S:45]([C:42]3[CH:43]=[CH:44][C:39]([F:38])=[CH:40][CH:41]=3)(=[O:47])=[O:46])=[O:19])[CH:13]=[C:12]([C:26]3[CH:27]=[N:28][C:29]([C:32]([F:35])([F:34])[F:33])=[CH:30][CH:31]=3)[N:11]=2)=[CH:6][CH:5]=1. The catalyst class is: 2. (4) Reactant: S(Cl)([Cl:3])=O.[NH:5]1[CH2:9][CH2:8][CH2:7][CH:6]1[C:10]([OH:12])=[O:11].[CH2:13](O)[C:14]1[CH:19]=[CH:18][CH:17]=[CH:16][CH:15]=1. Product: [ClH:3].[CH2:13]([O:11][C:10]([CH:6]1[CH2:7][CH2:8][CH2:9][NH:5]1)=[O:12])[C:14]1[CH:19]=[CH:18][CH:17]=[CH:16][CH:15]=1. The catalyst class is: 27. (5) Reactant: [C:1]([O:13][CH2:14][CH:15]=[CH2:16])(=[O:12])[CH2:2][CH2:3][CH2:4][CH2:5][C:6]([O:8]CC=C)=O.C[Si]([N-][Si](C)(C)C)(C)C.[Li+].C(O)(=O)C. Product: [O:8]=[C:6]1[CH2:5][CH2:4][CH2:3][CH:2]1[C:1]([O:13][CH2:14][CH:15]=[CH2:16])=[O:12]. The catalyst class is: 7. (6) Reactant: [CH3:1][O:2][C:3]1[CH:8]=[CH:7][C:6]([C:9]2[O:15][C:14]3[C:16](O)=[C:17]4[O:23][CH2:22][O:21][C:18]4=[C:19]([OH:20])[C:13]=3[C:11](=[O:12])[CH:10]=2)=[CH:5][CH:4]=1.C1OC2C=C3C(C(=O)C=C(C4C=CC(O)=CC=4)O3)=C(O)C=2O1.COS(OC)(=O)=O.C(=O)([O-])[O-].[K+].[K+]. Product: [CH2:22]1[O:23][C:17]2[CH:16]=[C:14]3[C:13]([C:11](=[O:12])[CH:10]=[C:9]([C:6]4[CH:5]=[CH:4][C:3]([O:2][CH3:1])=[CH:8][CH:7]=4)[O:15]3)=[C:19]([OH:20])[C:18]=2[O:21]1. The catalyst class is: 372. (7) Reactant: Cl[C:2]1[C:7]([N+:8]([O-:10])=[O:9])=[CH:6][CH:5]=[C:4]([Cl:11])[N:3]=1.[C:12]1([NH2:18])[CH:17]=[CH:16][CH:15]=[CH:14][CH:13]=1.C(=O)(O)[O-].[Na+].Cl. Product: [C:12]1([NH:18][C:2]2[C:7]([N+:8]([O-:10])=[O:9])=[CH:6][CH:5]=[C:4]([Cl:11])[N:3]=2)[CH:17]=[CH:16][CH:15]=[CH:14][CH:13]=1. The catalyst class is: 8. (8) Reactant: Br[C:2]1(Br)[C:10]2[C:5](=[N:6][CH:7]=[CH:8][CH:9]=2)[NH:4][C:3]1=[O:11].[NH4+].[Cl-]. Product: [NH:4]1[C:5]2[C:10](=[CH:9][CH:8]=[CH:7][N:6]=2)[CH2:2][C:3]1=[O:11]. The catalyst class is: 324.